From a dataset of Forward reaction prediction with 1.9M reactions from USPTO patents (1976-2016). Predict the product of the given reaction. Given the reactants [OH:1][C:2]1[C:11]([OH:12])=[CH:10][CH:9]=[CH:8][C:3]=1[C:4]([O:6][CH3:7])=[O:5].C(=O)([O-])[O-].[K+].[K+].[C:19](Cl)(=[O:26])[C:20]1[CH:25]=[CH:24][CH:23]=[CH:22][CH:21]=1, predict the reaction product. The product is: [OH:1][C:2]1[C:11]([O:12][C:19]([C:20]2[CH:25]=[CH:24][CH:23]=[CH:22][CH:21]=2)=[O:26])=[CH:10][CH:9]=[CH:8][C:3]=1[C:4]([O:6][CH3:7])=[O:5].